From a dataset of Retrosynthesis with 50K atom-mapped reactions and 10 reaction types from USPTO. Predict the reactants needed to synthesize the given product. (1) Given the product COc1ccccc1OCCN1CCC(NC(=O)c2ccccc2)CC1, predict the reactants needed to synthesize it. The reactants are: COc1ccccc1OCCBr.O=C(NC1CCNCC1)c1ccccc1. (2) Given the product CCNc1c(C)c(C(=O)OC(C)(C)C)cc(C)c1C(=O)O, predict the reactants needed to synthesize it. The reactants are: CCNc1c(C)c(C(=O)OC(C)(C)C)cc(C)c1C(=O)OC. (3) Given the product O=C(N[C@H]1C[N+]2(CC(=O)c3ccccc3)CCC1CC2)OC(c1cccc(F)c1)c1cccc(F)c1, predict the reactants needed to synthesize it. The reactants are: O=C(CCl)c1ccccc1.O=C(N[C@H]1CN2CCC1CC2)OC(c1cccc(F)c1)c1cccc(F)c1.